Dataset: CYP2C19 inhibition data for predicting drug metabolism from PubChem BioAssay. Task: Regression/Classification. Given a drug SMILES string, predict its absorption, distribution, metabolism, or excretion properties. Task type varies by dataset: regression for continuous measurements (e.g., permeability, clearance, half-life) or binary classification for categorical outcomes (e.g., BBB penetration, CYP inhibition). Dataset: cyp2c19_veith. (1) The molecule is CCNc1ncc2nc(-c3cn(C)c4ccccc34)c(=O)n(-c3ccccc3)c2n1. The result is 0 (non-inhibitor). (2) The drug is CCN(CC)S(=O)(=O)c1cccc2c(N(C)C)cccc12. The result is 1 (inhibitor).